From a dataset of Forward reaction prediction with 1.9M reactions from USPTO patents (1976-2016). Predict the product of the given reaction. (1) Given the reactants [C:1]([O:5][C:6]([NH:8][C@@H:9]1[CH2:11][C@H:10]1[C:12]1[CH:13]=[CH:14][C:15]([F:21])=[C:16]([CH:20]=1)[C:17]([OH:19])=O)=[O:7])([CH3:4])([CH3:3])[CH3:2].[CH:22]1([NH2:27])[CH2:26][CH2:25][CH2:24][CH2:23]1.C(N(CC)CC)C.F[P-](F)(F)(F)(F)F.N1(OC(N(C)C)=[N+](C)C)C2N=CC=CC=2N=N1, predict the reaction product. The product is: [CH:22]1([NH:27][C:17]([C:16]2[CH:20]=[C:12]([C@@H:10]3[CH2:11][C@H:9]3[NH:8][C:6](=[O:7])[O:5][C:1]([CH3:2])([CH3:3])[CH3:4])[CH:13]=[CH:14][C:15]=2[F:21])=[O:19])[CH2:26][CH2:25][CH2:24][CH2:23]1. (2) The product is: [C:25]([SiH2:24][O:23][C:22]([CH3:30])([CH3:29])[C:3]1[C:2]([B:36]2[O:40][C:39]([CH3:42])([CH3:41])[C:38]([CH3:44])([CH3:43])[O:37]2)=[CH:7][CH:6]=[CH:5][C:4]=1[N:8]1[CH:17]=[CH:16][C:15]2[C:10](=[CH:11][CH:12]=[C:13]([CH:18]3[CH2:20][CH2:19]3)[CH:14]=2)[C:9]1=[O:21])([CH3:28])([CH3:27])[CH3:26]. Given the reactants Br[C:2]1[C:3]([C:22]([CH3:30])([CH3:29])[O:23][SiH2:24][C:25]([CH3:28])([CH3:27])[CH3:26])=[C:4]([N:8]2[CH:17]=[CH:16][C:15]3[C:10](=[CH:11][CH:12]=[C:13]([CH:18]4[CH2:20][CH2:19]4)[CH:14]=3)[C:9]2=[O:21])[CH:5]=[CH:6][CH:7]=1.C([O-])(=O)C.[K+].[B:36]1([B:36]2[O:40][C:39]([CH3:42])([CH3:41])[C:38]([CH3:44])([CH3:43])[O:37]2)[O:40][C:39]([CH3:42])([CH3:41])[C:38]([CH3:44])([CH3:43])[O:37]1, predict the reaction product. (3) The product is: [CH3:24][N:25]1[CH2:30][CH2:29][N:28]([CH2:22][C:16]2([C:13]3[CH:12]=[CH:11][C:10]([O:9][CH2:8][CH2:7][CH2:6][N:1]4[CH2:5][CH2:4][CH2:3][CH2:2]4)=[CH:15][CH:14]=3)[CH2:21][CH2:20][O:19][CH2:18][CH2:17]2)[CH2:27][CH2:26]1. Given the reactants [N:1]1([CH2:6][CH2:7][CH2:8][O:9][C:10]2[CH:15]=[CH:14][C:13]([C:16]3([CH:22]=O)[CH2:21][CH2:20][O:19][CH2:18][CH2:17]3)=[CH:12][CH:11]=2)[CH2:5][CH2:4][CH2:3][CH2:2]1.[CH3:24][N:25]1[CH2:30][CH2:29][NH:28][CH2:27][CH2:26]1, predict the reaction product. (4) Given the reactants C[Si]([N-][Si](C)(C)C)(C)C.[Na+].[F:11][C:12]1[CH:17]=[C:16]([CH3:18])[CH:15]=[CH:14][N:13]=1.[N:19]1[CH:24]=[CH:23][CH:22]=[C:21]([C:25](OCC)=[O:26])[CH:20]=1.Cl.[OH-].[Na+], predict the reaction product. The product is: [F:11][C:12]1[CH:17]=[C:16]([CH2:18][C:25]([C:21]2[CH:20]=[N:19][CH:24]=[CH:23][CH:22]=2)=[O:26])[CH:15]=[CH:14][N:13]=1. (5) Given the reactants [C:1]([C:3]1[C@@H:8]([C:9]2[CH:14]=[CH:13][C:12]([C:15]#[N:16])=[CH:11][CH:10]=2)[N:7]([CH2:17][C:18](O)=[O:19])[C:6](=[O:21])[N:5]([C:22]2[CH:27]=[CH:26][CH:25]=[C:24]([C:28]([F:31])([F:30])[F:29])[CH:23]=2)[C:4]=1[CH3:32])#[N:2].C[N:34]1CCOCC1.ClC(OCC)=O.N.Cl, predict the reaction product. The product is: [C:1]([C:3]1[C@@H:8]([C:9]2[CH:14]=[CH:13][C:12]([C:15]#[N:16])=[CH:11][CH:10]=2)[N:7]([CH2:17][C:18]([NH2:34])=[O:19])[C:6](=[O:21])[N:5]([C:22]2[CH:27]=[CH:26][CH:25]=[C:24]([C:28]([F:29])([F:30])[F:31])[CH:23]=2)[C:4]=1[CH3:32])#[N:2]. (6) Given the reactants C([O:5][C:6]([C:8]1[C:9]([N:28]2[CH2:32][CH2:31][CH2:30][CH2:29]2)=[N:10][C:11]2[C:16]([C:17]=1[C:18]1[CH:23]=[CH:22][CH:21]=[C:20]([CH:24]([CH3:26])[CH3:25])[CH:19]=1)=[CH:15][C:14]([Cl:27])=[CH:13][CH:12]=2)=[O:7])(C)(C)C.Cl, predict the reaction product. The product is: [Cl:27][C:14]1[CH:15]=[C:16]2[C:11](=[CH:12][CH:13]=1)[N:10]=[C:9]([N:28]1[CH2:32][CH2:31][CH2:30][CH2:29]1)[C:8]([C:6]([OH:7])=[O:5])=[C:17]2[C:18]1[CH:23]=[CH:22][CH:21]=[C:20]([CH:24]([CH3:26])[CH3:25])[CH:19]=1. (7) Given the reactants C([N:14]1[CH2:17][CH:16]([N:18]2[CH2:23][CH2:22][N:21]([C:24](=[O:29])[C:25]([F:28])([F:27])[F:26])[CH2:20][CH2:19]2)[CH2:15]1)(C1C=CC=CC=1)C1C=CC=CC=1.ClC(OC(Cl)C)=O.CO.CCOCC, predict the reaction product. The product is: [NH:14]1[CH2:15][CH:16]([N:18]2[CH2:19][CH2:20][N:21]([C:24](=[O:29])[C:25]([F:26])([F:27])[F:28])[CH2:22][CH2:23]2)[CH2:17]1. (8) The product is: [CH3:1][O:2][C:3]1[CH:4]=[CH:5][C:6]2[N:7]([N:9]=[C:10]([C:23]3[CH:24]=[N:25][CH:26]=[CH:27][CH:28]=3)[C:11]=2[CH2:12][C:13]2[N:18]=[C:17]([C:19]([OH:21])=[O:20])[CH:16]=[CH:15][CH:14]=2)[CH:8]=1. Given the reactants [CH3:1][O:2][C:3]1[CH:4]=[CH:5][C:6]2[N:7]([N:9]=[C:10]([C:23]3[CH:24]=[N:25][CH:26]=[CH:27][CH:28]=3)[C:11]=2[CH2:12][C:13]2[N:18]=[C:17]([C:19]([O:21]C)=[O:20])[CH:16]=[CH:15][CH:14]=2)[CH:8]=1.[OH-].[Na+].Cl, predict the reaction product.